Dataset: Forward reaction prediction with 1.9M reactions from USPTO patents (1976-2016). Task: Predict the product of the given reaction. (1) The product is: [C:36]([C:28]1([NH:27][C:10]([C@@H:9]([NH:8][C:6]([C:16]2[CH:21]=[CH:20][C:19]([C:25]3[CH:24]=[CH:14][CH:13]=[CH:9][C:10]=3[Cl:22])=[CH:18][CH:17]=2)=[O:7])[CH2:13][C@@H:14]([C:16]2[CH:17]=[CH:18][CH:19]=[CH:20][CH:21]=2)[CH3:15])=[O:12])[CH2:33][CH2:32][N:31]([CH2:34][CH3:35])[CH2:30][CH2:29]1)#[N:37]. Given the reactants C(O[C:6]([NH:8][C@@H:9]([CH2:13][C@@H:14]([C:16]1[CH:21]=[CH:20][CH:19]=[CH:18][CH:17]=1)[CH3:15])[C:10]([OH:12])=O)=[O:7])(C)(C)C.[ClH:22].N[CH2:24][C:25]#N.[NH2:27][C:28]1([C:36]#[N:37])[CH2:33][CH2:32][N:31]([CH2:34][CH3:35])[CH2:30][CH2:29]1, predict the reaction product. (2) Given the reactants [C:1](OC(N1CCC(CCCOC2C=CC(S(C)=O)=C(F)C=2)CC1)=O)(C)(C)C.[C:28]([O:32][C:33]([N:35]1[CH2:40][CH2:39][CH:38]([CH2:41][CH2:42][CH2:43][O:44][C:45]2[CH:50]=[CH:49][C:48]([S:51]([CH3:54])(=[O:53])=[O:52])=[C:47]([F:55])[CH:46]=2)[CH2:37][CH2:36]1)=[O:34])([CH3:31])([CH3:30])[CH3:29].C(=O)([O-])N, predict the reaction product. The product is: [C:28]([O:32][C:33]([N:35]1[CH2:40][CH2:39][CH:38]([CH2:41][CH:42]([CH3:1])[CH2:43][O:44][C:45]2[CH:50]=[CH:49][C:48]([S:51]([CH3:54])(=[O:52])=[O:53])=[C:47]([F:55])[CH:46]=2)[CH2:37][CH2:36]1)=[O:34])([CH3:31])([CH3:30])[CH3:29].